The task is: Predict the reaction yield, written as a fraction of the theoretical maximum amount of product (1.0 means a 100% yield; for example, 0.34 means a 34% yield).. This data is from Reaction yield outcomes from USPTO patents with 853,638 reactions. (1) The reactants are [CH2:1]([N:3]([CH2:36][CH3:37])[CH2:4][CH2:5][CH2:6][NH:7][C:8]1[N:9]=[C:10]([C:27]2[CH:28]=[C:29]([CH:33]=[CH:34][CH:35]=2)[C:30](O)=[O:31])[C:11]2[CH:17]=[CH:16][C:15](=[O:18])[N:14]([C:19]3[C:24]([F:25])=[CH:23][CH:22]=[CH:21][C:20]=3[F:26])[C:12]=2[N:13]=1)[CH3:2].CN(C(O[N:46]1N=N[C:48]2C=CC=[CH:52][C:47]1=2)=[N+](C)C)C.F[P-](F)(F)(F)(F)F.C(N(CC)CC)C.C(N)(C)C. The catalyst is CN(C=O)C. The product is [CH2:1]([N:3]([CH2:36][CH3:37])[CH2:4][CH2:5][CH2:6][NH:7][C:8]1[N:9]=[C:10]([C:27]2[CH:28]=[C:29]([CH:33]=[CH:34][CH:35]=2)[C:30]([NH:46][CH:47]([CH3:52])[CH3:48])=[O:31])[C:11]2[CH:17]=[CH:16][C:15](=[O:18])[N:14]([C:19]3[C:24]([F:25])=[CH:23][CH:22]=[CH:21][C:20]=3[F:26])[C:12]=2[N:13]=1)[CH3:2]. The yield is 0.620. (2) The reactants are [NH2:1][C:2]1[CH:18]=[C:17]([Cl:19])[C:5]([CH2:6][C:7]2[CH:8]=[C:9]([CH:14]([CH3:16])[CH3:15])[C:10](=[O:13])[NH:11][N:12]=2)=[C:4]([Cl:20])[CH:3]=1.[C:21]1(=O)[O:26][C:24](=[O:25])[C:23]2=[CH:27][CH:28]=[CH:29][CH:30]=[C:22]12. The catalyst is C(O)(=O)C. The product is [Cl:19][C:17]1[CH:18]=[C:2]([N:1]2[C:24](=[O:25])[C:23]3[C:22](=[CH:30][CH:29]=[CH:28][CH:27]=3)[C:21]2=[O:26])[CH:3]=[C:4]([Cl:20])[C:5]=1[CH2:6][C:7]1[CH:8]=[C:9]([CH:14]([CH3:15])[CH3:16])[C:10](=[O:13])[NH:11][N:12]=1. The yield is 0.610. (3) The reactants are Cl[C:2]1[C:3]2[S:10][C:9]([I:11])=[CH:8][C:4]=2[N:5]=[CH:6][N:7]=1.[C:12]([O:16][C:17](=[O:36])[NH:18][CH:19]([CH2:28][C:29]1[CH:34]=[CH:33][C:32]([Cl:35])=[CH:31][CH:30]=1)[C:20](=[O:27])[N:21]1[CH2:26][CH2:25][NH:24][CH2:23][CH2:22]1)([CH3:15])([CH3:14])[CH3:13]. The catalyst is ClCCCl. The product is [C:12]([O:16][C:17](=[O:36])[NH:18][CH:19]([CH2:28][C:29]1[CH:30]=[CH:31][C:32]([Cl:35])=[CH:33][CH:34]=1)[C:20]([N:21]1[CH2:26][CH2:25][N:24]([C:2]2[C:3]3[S:10][C:9]([I:11])=[CH:8][C:4]=3[N:5]=[CH:6][N:7]=2)[CH2:23][CH2:22]1)=[O:27])([CH3:15])([CH3:13])[CH3:14]. The yield is 0.950. (4) The reactants are [N:1]1([C:7]([C:9]2[S:13][C:12]([CH:14]=O)=[CH:11][CH:10]=2)=[O:8])[CH2:6][CH2:5][CH2:4][CH2:3][CH2:2]1.[N:16]1C=CC=CC=1.Cl.NO. The catalyst is CCO. The product is [N:1]1([C:7]([C:9]2[S:13][C:12]([C:14]#[N:16])=[CH:11][CH:10]=2)=[O:8])[CH2:6][CH2:5][CH2:4][CH2:3][CH2:2]1. The yield is 0.650. (5) The reactants are C([O:3][C:4]([C:6]1[CH:7]=[C:8]2[C:13](=[CH:14][CH:15]=1)[NH:12][CH:11]([C:16]1[CH:21]=[C:20]([N:22]3[CH2:27][CH2:26][O:25][CH2:24][CH2:23]3)[CH:19]=[CH:18][C:17]=1[F:28])[C:10]([CH3:30])([CH3:29])[CH2:9]2)=[O:5])C.O.[OH-].[Li+].O.Cl. The catalyst is CO.O1CCCC1. The product is [F:28][C:17]1[CH:18]=[CH:19][C:20]([N:22]2[CH2:27][CH2:26][O:25][CH2:24][CH2:23]2)=[CH:21][C:16]=1[CH:11]1[C:10]([CH3:29])([CH3:30])[CH2:9][C:8]2[C:13](=[CH:14][CH:15]=[C:6]([C:4]([OH:5])=[O:3])[CH:7]=2)[NH:12]1. The yield is 0.360. (6) The reactants are Cl.[CH3:2][CH:3]1[CH2:12][C:11]2[C:6](=[CH:7][CH:8]=[C:9]([CH2:13][CH2:14][N:15]3[CH2:20][CH2:19][NH:18][CH2:17][CH2:16]3)[CH:10]=2)[C:5](=[O:21])[O:4]1.[OH-].[Na+].[CH3:24][O:25][C:26]1[CH:33]=[C:32]([CH2:34][CH:35]=O)[CH:31]=[CH:30][C:27]=1[C:28]#[N:29].C(O[BH-](OC(=O)C)OC(=O)C)(=O)C.[Na+]. The catalyst is CCO. The product is [CH3:24][O:25][C:26]1[CH:33]=[C:32]([CH2:34][CH2:35][N:18]2[CH2:17][CH2:16][N:15]([CH2:14][CH2:13][C:9]3[CH:10]=[C:11]4[C:6](=[CH:7][CH:8]=3)[C:5](=[O:21])[O:4][CH:3]([CH3:2])[CH2:12]4)[CH2:20][CH2:19]2)[CH:31]=[CH:30][C:27]=1[C:28]#[N:29]. The yield is 0.630. (7) The reactants are [Li+].[OH-].[CH3:3][O:4][C:5]1[CH:10]=[CH:9][C:8]([C:11]2[CH:16]=[CH:15][C:14]([S:17]([N:20]([CH2:28][C:29]#[C:30][C:31]3[CH:36]=[CH:35][CH:34]=[CH:33][CH:32]=3)C(=O)OC(C)(C)C)(=[O:19])=[O:18])=[CH:13][CH:12]=2)=[CH:7][CH:6]=1. The catalyst is O.CO.C1COCC1. The product is [CH3:3][O:4][C:5]1[CH:6]=[CH:7][C:8]([C:11]2[CH:16]=[CH:15][C:14]([S:17]([NH:20][CH2:28][C:29]#[C:30][C:31]3[CH:36]=[CH:35][CH:34]=[CH:33][CH:32]=3)(=[O:19])=[O:18])=[CH:13][CH:12]=2)=[CH:9][CH:10]=1. The yield is 0.800. (8) The reactants are [C:1]([N:4]([CH2:6][C:7]([OH:9])=[O:8])[CH3:5])(=O)C.[P:10]([OH:13])([OH:12])[OH:11].S(=O)(=O)(O)O.C=O. The catalyst is O. The product is [P:10]([CH2:1][N:4]([CH3:5])[CH2:6][C:7]([OH:9])=[O:8])([OH:13])([OH:12])=[O:11]. The yield is 0.980.